From a dataset of Peptide-MHC class II binding affinity with 134,281 pairs from IEDB. Regression. Given a peptide amino acid sequence and an MHC pseudo amino acid sequence, predict their binding affinity value. This is MHC class II binding data. (1) The peptide sequence is VNGTWMIHTLEALDY. The MHC is DRB1_1301 with pseudo-sequence DRB1_1301. The binding affinity (normalized) is 0.425. (2) The binding affinity (normalized) is 0. The peptide sequence is KFDSQLARRHMARELH. The MHC is DRB1_0401 with pseudo-sequence DRB1_0401. (3) The peptide sequence is LLLSTRDLAFAG. The MHC is DRB1_0401 with pseudo-sequence DRB1_0401. The binding affinity (normalized) is 0.723. (4) The peptide sequence is INEPTAAAIAMGLDR. The MHC is HLA-DQA10501-DQB10301 with pseudo-sequence HLA-DQA10501-DQB10301. The binding affinity (normalized) is 0.654. (5) The peptide sequence is HEALNIALIAVSIIS. The MHC is DRB1_0401 with pseudo-sequence DRB1_0401. The binding affinity (normalized) is 0.296.